Predict the reactants needed to synthesize the given product. From a dataset of Full USPTO retrosynthesis dataset with 1.9M reactions from patents (1976-2016). (1) Given the product [Cl:1][C:2]1[CH:3]=[CH:4][CH:5]=[C:6]2[C:11]=1[N:10]=[N:9][C:8]([C:12]1[CH:13]=[CH:14][CH:15]=[CH:16][CH:17]=1)=[C:7]2[C:18]1[CH:19]=[C:20]([NH:24][CH2:28][C:27]2[CH:30]=[C:31]([CH3:34])[CH:32]=[CH:33][C:26]=2[CH3:25])[CH:21]=[CH:22][CH:23]=1, predict the reactants needed to synthesize it. The reactants are: [Cl:1][C:2]1[CH:3]=[CH:4][CH:5]=[C:6]2[C:11]=1[N:10]=[N:9][C:8]([C:12]1[CH:17]=[CH:16][CH:15]=[CH:14][CH:13]=1)=[C:7]2[C:18]1[CH:19]=[C:20]([NH2:24])[CH:21]=[CH:22][CH:23]=1.[CH3:25][C:26]1[CH:33]=[CH:32][C:31]([CH3:34])=[CH:30][C:27]=1[CH:28]=O. (2) Given the product [CH:1]([C@H:14]1[O:15][CH2:16][C@@H:17]([OH:18])[C@H:19]([NH:28][CH2:21][C:22]2[CH:27]=[CH:26][CH:25]=[CH:24][CH:23]=2)[CH2:20]1)([C:8]1[CH:9]=[CH:10][CH:11]=[CH:12][CH:13]=1)[C:2]1[CH:3]=[CH:4][CH:5]=[CH:6][CH:7]=1, predict the reactants needed to synthesize it. The reactants are: [CH:1]([C@@H:14]1[CH2:20][C@H:19]2[C@H:17]([O:18]2)[CH2:16][O:15]1)([C:8]1[CH:13]=[CH:12][CH:11]=[CH:10][CH:9]=1)[C:2]1[CH:7]=[CH:6][CH:5]=[CH:4][CH:3]=1.[CH2:21]([NH2:28])[C:22]1[CH:27]=[CH:26][CH:25]=[CH:24][CH:23]=1. (3) Given the product [CH3:15][O:14][C:11]1[CH:12]=[CH:13][C:8]([CH2:7][N:6]2[C:2]([N:27]3[CH2:26][CH2:25][N:24]([C:28]([O:30][C:31]([CH3:34])([CH3:33])[CH3:32])=[O:29])[CH2:23][C@@H:22]3[CH3:21])=[C:3]([N+:16]([O-:18])=[O:17])[CH:4]=[N:5]2)=[CH:9][CH:10]=1, predict the reactants needed to synthesize it. The reactants are: Cl[C:2]1[N:6]([CH2:7][C:8]2[CH:13]=[CH:12][C:11]([O:14][CH3:15])=[CH:10][CH:9]=2)[N:5]=[CH:4][C:3]=1[N+:16]([O-:18])=[O:17].[F-].[K+].[CH3:21][C@@H:22]1[NH:27][CH2:26][CH2:25][N:24]([C:28]([O:30][C:31]([CH3:34])([CH3:33])[CH3:32])=[O:29])[CH2:23]1. (4) Given the product [OH:24][CH2:15][CH2:14][N:16]1[CH2:21][CH2:20][N:19]([C:2]2[CH:9]=[CH:8][C:5]([CH:6]=[O:7])=[C:4]([N+:10]([O-:12])=[O:11])[CH:3]=2)[CH2:18][CH2:17]1, predict the reactants needed to synthesize it. The reactants are: F[C:2]1[CH:9]=[CH:8][C:5]([CH:6]=[O:7])=[C:4]([N+:10]([O-:12])=[O:11])[CH:3]=1.O[CH:14]([N:16]1[CH2:21][CH2:20][NH:19][CH2:18][CH2:17]1)[CH3:15].CS(C)=[O:24]. (5) Given the product [C:1]([O:5][C:6]([N:8]1[CH2:17][CH2:16][C:15]2[C:10](=[CH:11][CH:12]=[C:13]([C:18](=[O:19])[N:23]([O:22][CH3:21])[CH3:24])[CH:14]=2)[CH2:9]1)=[O:7])([CH3:3])([CH3:2])[CH3:4], predict the reactants needed to synthesize it. The reactants are: [C:1]([O:5][C:6]([N:8]1[CH2:17][CH2:16][C:15]2[C:10](=[CH:11][CH:12]=[C:13]([C:18](O)=[O:19])[CH:14]=2)[CH2:9]1)=[O:7])([CH3:4])([CH3:3])[CH3:2].[CH3:21][O:22][NH:23][CH3:24].CN1CCOCC1.O.[Cl-].COC1N=C(OC)N=C([N+]2(C)CCOCC2)N=1. (6) Given the product [CH3:5][C:4]1[NH:1][C:21]([NH2:22])=[N:20][C:6]=1[CH2:7][CH2:8][CH2:9][CH2:10][CH2:11][C:12]1[CH:17]=[CH:16][CH:15]=[CH:14][CH:13]=1, predict the reactants needed to synthesize it. The reactants are: [N+:1]([CH:4]([C:6](=O)[CH2:7][CH2:8][CH2:9][CH2:10][CH2:11][C:12]1[CH:17]=[CH:16][CH:15]=[CH:14][CH:13]=1)[CH3:5])([O-])=O.Cl.[N:20]#[C:21][NH2:22]. (7) Given the product [O:7]=[C:8]1[CH2:13][C:12](=[O:18])[CH2:11][CH2:10][N:9]1[CH:19]1[CH2:24][CH2:23][N:22]([C:25]([O:27][CH2:28][C:29]2[CH:34]=[CH:33][CH:32]=[CH:31][CH:30]=2)=[O:26])[CH2:21][CH2:20]1, predict the reactants needed to synthesize it. The reactants are: C(O)(=O)C(O)=O.[O:7]=[C:8]1[CH:13](C(OC)=O)[C:12](=[O:18])[CH2:11][CH2:10][N:9]1[CH:19]1[CH2:24][CH2:23][N:22]([C:25]([O:27][CH2:28][C:29]2[CH:34]=[CH:33][CH:32]=[CH:31][CH:30]=2)=[O:26])[CH2:21][CH2:20]1.